This data is from Reaction yield outcomes from USPTO patents with 853,638 reactions. The task is: Predict the reaction yield, written as a fraction of the theoretical maximum amount of product (1.0 means a 100% yield; for example, 0.34 means a 34% yield). (1) The reactants are [NH2:1][C:2]1[C:11]2[C:6](=[C:7](Br)[CH:8]=[CH:9][CH:10]=2)[N:5]=[N:4][C:3]=1[C:13]([NH:15][CH:16]1[CH2:18][CH2:17]1)=[O:14].[F:19][C:20]1[C:25]([O:26][CH3:27])=[CH:24][CH:23]=[CH:22][C:21]=1B(O)O. No catalyst specified. The product is [NH2:1][C:2]1[C:11]2[C:6](=[C:7]([C:21]3[CH:22]=[CH:23][CH:24]=[C:25]([O:26][CH3:27])[C:20]=3[F:19])[CH:8]=[CH:9][CH:10]=2)[N:5]=[N:4][C:3]=1[C:13]([NH:15][CH:16]1[CH2:18][CH2:17]1)=[O:14]. The yield is 0.780. (2) The reactants are C1COCC1.[NH2:6][C:7]1[C:12]2=[C:13]([C:20]3[CH:25]=[CH:24][C:23]([NH:26][C:27]([NH:29][C:30]4[CH:35]=[C:34]([C:36]([F:39])([F:38])[F:37])[CH:33]=[CH:32][C:31]=4[F:40])=[O:28])=[CH:22][CH:21]=3)[C:14]([CH2:16][CH2:17][CH2:18][OH:19])=[CH:15][N:11]2[N:10]=[CH:9][N:8]=1.CC(OI1(OC(C)=O)(OC(C)=O)OC(=O)C2C=CC=CC1=2)=O. The catalyst is CCOC(C)=O. The product is [NH2:6][C:7]1[C:12]2=[C:13]([C:20]3[CH:25]=[CH:24][C:23]([NH:26][C:27]([NH:29][C:30]4[CH:35]=[C:34]([C:36]([F:37])([F:38])[F:39])[CH:33]=[CH:32][C:31]=4[F:40])=[O:28])=[CH:22][CH:21]=3)[C:14]([CH2:16][CH2:17][CH:18]=[O:19])=[CH:15][N:11]2[N:10]=[CH:9][N:8]=1. The yield is 0.960. (3) The reactants are [F:1][C:2]1[CH:7]=[CH:6][C:5]([C:8]2[C:12]([CH2:13][NH:14][C:15]3[CH:16]=[C:17]([C:20]([OH:22])=O)[NH:18][N:19]=3)=[C:11]([CH3:23])[O:10][N:9]=2)=[CH:4][CH:3]=1.[OH:24][CH2:25][CH:26]([NH2:28])[CH3:27]. No catalyst specified. The product is [OH:24][CH2:25][CH:26]([NH:28][C:20]([C:17]1[NH:18][N:19]=[C:15]([NH:14][CH2:13][C:12]2[C:8]([C:5]3[CH:4]=[CH:3][C:2]([F:1])=[CH:7][CH:6]=3)=[N:9][O:10][C:11]=2[CH3:23])[CH:16]=1)=[O:22])[CH3:27]. The yield is 0.320. (4) The reactants are Cl[C:2]1[C:7]([CH:8]=O)=[C:6]([Cl:10])[N:5]=[C:4]([S:11][CH3:12])[N:3]=1.CCN(CC)CC.[F:20][C:21]([F:30])([F:29])[C:22]1[CH:28]=[CH:27][C:25]([NH2:26])=[CH:24][CH:23]=1.F[C:32](F)(F)[CH2:33][O:34]P(CC(OC)=O)(=O)OCC(F)(F)F. The catalyst is C1COCC1.ClCCl. The product is [Cl:10][C:6]1[C:7]2[CH:8]=[CH:32][C:33](=[O:34])[N:26]([C:25]3[CH:27]=[CH:28][C:22]([C:21]([F:29])([F:30])[F:20])=[CH:23][CH:24]=3)[C:2]=2[N:3]=[C:4]([S:11][CH3:12])[N:5]=1. The yield is 0.700. (5) The reactants are [CH3:1][CH2:2][C@@H:3]([C:51]([OH:53])=[O:52])[C@@H:4]1[O:9][C@@H:8]([C@H:10]([C@H:12]([OH:49])[C@@H:13]([C:15]([C@@H:17]([C@H:20]2[O:25][C@@:24]3([O:30][C@:29]4([O:34][C@@:33]([C@@H:36]5[O:41][C@@H:40]([CH3:42])[C@@:39]([OH:45])([CH2:43][CH3:44])[CH2:38][CH2:37]5)([CH3:35])[CH2:32][CH2:31]4)[C@H:28]([OH:46])[CH:27]=[CH:26]3)[C@H:23]([CH3:47])[CH2:22][C@@H:21]2[CH3:48])[CH2:18][CH3:19])=[O:16])[CH3:14])[CH3:11])[C@@H:7]([CH3:50])[CH2:6][CH2:5]1.[Na+].[CH:55]1[CH:60]=[CH:59][C:58]([CH2:61]Br)=[CH:57][CH:56]=1.C([O-])(O)=O.[Na+].CN(C=O)C. The catalyst is CCOC(C)=O. The product is [CH3:1][CH2:2][C@@H:3]([C:51]([O:53][CH2:61][C:58]1[CH:59]=[CH:60][CH:55]=[CH:56][CH:57]=1)=[O:52])[C@@H:4]1[O:9][C@@H:8]([C@H:10]([C@H:12]([OH:49])[C@@H:13]([C:15]([C@@H:17]([C@H:20]2[O:25][C@@:24]3([O:30][C@:29]4([O:34][C@@:33]([C@@H:36]5[O:41][C@@H:40]([CH3:42])[C@@:39]([OH:45])([CH2:43][CH3:44])[CH2:38][CH2:37]5)([CH3:35])[CH2:32][CH2:31]4)[C@H:28]([OH:46])[CH:27]=[CH:26]3)[C@H:23]([CH3:47])[CH2:22][C@@H:21]2[CH3:48])[CH2:18][CH3:19])=[O:16])[CH3:14])[CH3:11])[C@@H:7]([CH3:50])[CH2:6][CH2:5]1. The yield is 0.760.